Dataset: Full USPTO retrosynthesis dataset with 1.9M reactions from patents (1976-2016). Task: Predict the reactants needed to synthesize the given product. (1) Given the product [F:8][C:7]1[CH:6]=[CH:5][C:4]([C:9]2[NH:10][C:11]([CH:21]([CH3:23])[CH3:22])=[N:12][C:13]=2[C:14]2[CH:19]=[CH:18][CH:17]=[C:16]([CH3:20])[N:15]=2)=[CH:3][C:2]=1[C:28]1[CH:27]=[N:26][N:25]([CH3:24])[CH:29]=1, predict the reactants needed to synthesize it. The reactants are: Br[C:2]1[CH:3]=[C:4]([C:9]2[N:10]=[C:11]([CH:21]([CH3:23])[CH3:22])[NH:12][C:13]=2[C:14]2[CH:19]=[CH:18][CH:17]=[C:16]([CH3:20])[N:15]=2)[CH:5]=[CH:6][C:7]=1[F:8].[CH3:24][N:25]1[CH:29]=[C:28](B2OC(C)(C)C(C)(C)O2)[CH:27]=[N:26]1. (2) Given the product [C:15](=[O:16])([O:17][CH3:18])[O:13][C:5]1[C:4]([CH2:1][CH:2]=[CH2:3])=[CH:9][CH:8]=[CH:7][C:6]=1[CH2:10][CH:11]=[CH2:12], predict the reactants needed to synthesize it. The reactants are: [CH2:1]([C:4]1[CH:9]=[CH:8][CH:7]=[C:6]([CH2:10][CH:11]=[CH2:12])[C:5]=1[OH:13])[CH:2]=[CH2:3].Cl[C:15]([O:17][CH3:18])=[O:16]. (3) Given the product [Br:1][C:2]1[CH:10]=[C:9]2[C:5]([CH2:6][N:7]([C@@H:12]([C:17]3[CH:19]=[CH:26][CH:24]=[CH:23][CH:18]=3)[C:13]([O:15][CH3:16])=[O:14])[C:8]2=[O:11])=[CH:4][CH:3]=1, predict the reactants needed to synthesize it. The reactants are: [Br:1][C:2]1[CH:10]=[C:9]2[C:5]([CH2:6][N:7]([C@H:12]([CH:17]([CH3:19])[CH3:18])[C:13]([O:15][CH3:16])=[O:14])[C:8]2=[O:11])=[CH:4][CH:3]=1.Cl.CO[C:23](=O)[CH:24]([C:26]1C=CC=CC=1)N. (4) Given the product [C:1]([C:3]([CH3:26])([CH3:25])[C:4]1[CH:5]=[C:6]([CH:20]=[C:21]([OH:23])[CH:22]=1)[C:7]([NH:9][C:10]1[CH:15]=[CH:14][C:13]([CH3:16])=[C:12]([N+:17]([O-:19])=[O:18])[CH:11]=1)=[O:8])#[N:2], predict the reactants needed to synthesize it. The reactants are: [C:1]([C:3]([CH3:26])([CH3:25])[C:4]1[CH:5]=[C:6]([CH:20]=[C:21]([O:23]C)[CH:22]=1)[C:7]([NH:9][C:10]1[CH:15]=[CH:14][C:13]([CH3:16])=[C:12]([N+:17]([O-:19])=[O:18])[CH:11]=1)=[O:8])#[N:2].[OH-].[Na+].